From a dataset of Peptide-MHC class I binding affinity with 185,985 pairs from IEDB/IMGT. Regression. Given a peptide amino acid sequence and an MHC pseudo amino acid sequence, predict their binding affinity value. This is MHC class I binding data. The peptide sequence is KVFFGPIYY. The MHC is HLA-B27:05 with pseudo-sequence HLA-B27:05. The binding affinity (normalized) is 0.0847.